This data is from Full USPTO retrosynthesis dataset with 1.9M reactions from patents (1976-2016). The task is: Predict the reactants needed to synthesize the given product. (1) Given the product [O:8]1[C:12]2[CH:13]=[CH:14][CH:15]=[CH:16][C:11]=2[N:10]=[C:9]1[N:17]1[CH2:22][CH2:21][CH2:20][CH2:19][C@H:18]1[C:23]([NH:25][CH2:26][CH2:27][N:28]1[C@H:33]([CH3:34])[CH2:32][NH:31][CH2:30][C@@H:29]1[CH3:42])=[O:24], predict the reactants needed to synthesize it. The reactants are: FC(F)(F)C(O)=O.[O:8]1[C:12]2[CH:13]=[CH:14][CH:15]=[CH:16][C:11]=2[N:10]=[C:9]1[N:17]1[CH2:22][CH2:21][CH2:20][CH2:19][C@H:18]1[C:23]([NH:25][CH2:26][CH2:27][N:28]1[C@@H:33]([CH3:34])[CH2:32][N:31](C(OC(C)(C)C)=O)[CH2:30][C@H:29]1[CH3:42])=[O:24]. (2) The reactants are: [Br:1][C:2]1[CH:7]=[CH:6][C:5]([CH2:8][C:9]([OH:11])=[O:10])=[CH:4][CH:3]=1.B(F)(F)F.CCOCC.O.[C:22](OC(C)=O)([CH3:25])([CH3:24])[CH3:23]. Given the product [Br:1][C:2]1[CH:3]=[CH:4][C:5]([CH2:8][C:9]([O:11][C:22]([CH3:25])([CH3:24])[CH3:23])=[O:10])=[CH:6][CH:7]=1, predict the reactants needed to synthesize it. (3) Given the product [F:1][C:2]1[CH:3]=[C:4]([N:9]2[C:14](=[O:15])[C:13]([O:16][CH2:17][CH:18]([CH3:20])[CH3:19])=[C:12]([C:21]3[CH:26]=[CH:25][C:24]([S:27]([NH2:31])(=[O:29])=[O:28])=[CH:23][CH:22]=3)[CH:11]=[N:10]2)[CH:5]=[CH:6][C:7]=1[F:8], predict the reactants needed to synthesize it. The reactants are: [F:1][C:2]1[CH:3]=[C:4]([N:9]2[C:14](=[O:15])[C:13]([O:16][CH2:17][CH:18]([CH3:20])[CH3:19])=[C:12]([C:21]3[CH:26]=[CH:25][C:24]([S:27](C)(=[O:29])=[O:28])=[CH:23][CH:22]=3)[CH:11]=[N:10]2)[CH:5]=[CH:6][C:7]=1[F:8].[NH3:31]. (4) The reactants are: [NH2:1][C:2]1[CH:3]=[C:4]([NH:9][C:10](=[O:30])[C:11]2[CH:16]=[CH:15][C:14]([CH2:17][N:18]3[CH2:23][CH2:22][N:21]([CH2:24][CH3:25])[CH2:20][CH2:19]3)=[C:13]([C:26]([F:29])([F:28])[F:27])[CH:12]=2)[CH:5]=[CH:6][C:7]=1[CH3:8].C([O-])([O-])=O.[K+].[K+].Br[CH2:38][C:39]1[N:40]=[CH:41][C:42]([NH:45][C:46](=[O:52])[O:47][C:48]([CH3:51])([CH3:50])[CH3:49])=[N:43][CH:44]=1. Given the product [CH2:24]([N:21]1[CH2:22][CH2:23][N:18]([CH2:17][C:14]2[CH:15]=[CH:16][C:11]([C:10]([NH:9][C:4]3[CH:5]=[CH:6][C:7]([CH3:8])=[C:2]([NH:1][CH2:38][C:39]4[N:40]=[CH:41][C:42]([NH:45][C:46](=[O:52])[O:47][C:48]([CH3:50])([CH3:49])[CH3:51])=[N:43][CH:44]=4)[CH:3]=3)=[O:30])=[CH:12][C:13]=2[C:26]([F:29])([F:28])[F:27])[CH2:19][CH2:20]1)[CH3:25], predict the reactants needed to synthesize it.